The task is: Regression/Classification. Given a drug SMILES string, predict its absorption, distribution, metabolism, or excretion properties. Task type varies by dataset: regression for continuous measurements (e.g., permeability, clearance, half-life) or binary classification for categorical outcomes (e.g., BBB penetration, CYP inhibition). Dataset: cyp2c9_veith.. This data is from CYP2C9 inhibition data for predicting drug metabolism from PubChem BioAssay. (1) The drug is O=C(Oc1ccccc1)N1CCC2(CC1)CN(c1ccccn1)C2. The result is 0 (non-inhibitor). (2) The drug is COc1ccc(N2CCN(C(=S)Nc3cc(C)cc(C)c3)CC2)cc1. The result is 0 (non-inhibitor). (3) The compound is Cc1cccc(/C=N/n2c(C)nnc2C)c1. The result is 0 (non-inhibitor). (4) The drug is CN1CCC[C@H](OC(=O)C(c2ccccc2)c2ccccc2)C1. The result is 0 (non-inhibitor). (5) The molecule is CC(=O)N1CCC2(CCCN(C(=O)Nc3cccc(C#N)c3)C2)CC1. The result is 0 (non-inhibitor). (6) The compound is Cc1nc2ccccc2c(=O)n1-n1cnnc1. The result is 0 (non-inhibitor).